Dataset: Full USPTO retrosynthesis dataset with 1.9M reactions from patents (1976-2016). Task: Predict the reactants needed to synthesize the given product. (1) Given the product [Br:1][C:2]1[C:7]([O:8][CH2:16][C@H:17]([CH3:20])[CH2:18][OH:19])=[CH:6][CH:5]=[CH:4][N:3]=1, predict the reactants needed to synthesize it. The reactants are: [Br:1][C:2]1[C:7]([OH:8])=[CH:6][CH:5]=[CH:4][N:3]=1.C(=O)([O-])[O-].[K+].[K+].Br[CH2:16][C@H:17]([CH3:20])[CH2:18][OH:19]. (2) The reactants are: [Br:1][C:2]1[N:3]=[C:4]2[CH:10]=[CH:9][NH:8][C:5]2=[N:6][CH:7]=1.[C:11]12([C:21](Cl)=[O:22])[CH2:20][CH:15]3[CH2:16][CH:17]([CH2:19][CH:13]([CH2:14]3)[CH2:12]1)[CH2:18]2. Given the product [C:11]12([C:21]([C:10]3[C:4]4[C:5](=[N:6][CH:7]=[C:2]([Br:1])[N:3]=4)[NH:8][CH:9]=3)=[O:22])[CH2:18][CH:17]3[CH2:16][CH:15]([CH2:14][CH:13]([CH2:19]3)[CH2:12]1)[CH2:20]2, predict the reactants needed to synthesize it.